The task is: Predict the product of the given reaction.. This data is from Forward reaction prediction with 1.9M reactions from USPTO patents (1976-2016). (1) Given the reactants [O:1]1[CH2:6][CH2:5][CH:4]([O:7][C:8]2[C:13]([NH:14][C:15]3[C:16]4[C:23]([CH3:24])=[C:22]([C:25](OC)=[O:26])[S:21][C:17]=4[N:18]=[CH:19][N:20]=3)=[CH:12][CH:11]=[C:10]([C:29]([F:32])([F:31])[F:30])[N:9]=2)[CH2:3][CH2:2]1.[OH-].[Na+].CCN(C(C)C)C(C)C.CN(C(ON1N=NC2C=CC=NC1=2)=[N+](C)C)C.F[P-](F)(F)(F)(F)F.[CH3:68][N:69]([CH3:74])[CH2:70][CH2:71][CH2:72][NH2:73], predict the reaction product. The product is: [O:1]1[CH2:2][CH2:3][CH:4]([O:7][C:8]2[C:13]([NH:14][C:15]3[C:16]4[C:23]([CH3:24])=[C:22]([C:25]([NH:73][CH2:72][CH2:71][CH2:70][N:69]([CH3:74])[CH3:68])=[O:26])[S:21][C:17]=4[N:18]=[CH:19][N:20]=3)=[CH:12][CH:11]=[C:10]([C:29]([F:31])([F:32])[F:30])[N:9]=2)[CH2:5][CH2:6]1. (2) Given the reactants [CH:1]([I:4])(I)I.[CH3:5][C:6]([CH3:24])([Si:8]([CH3:23])([CH3:22])[O:9][CH:10]([CH:20]=O)[CH2:11][O:12][Si:13]([CH3:19])([CH3:18])[C:14]([CH3:17])([CH3:16])[CH3:15])[CH3:7], predict the reaction product. The product is: [I:4]/[CH:1]=[CH:20]/[CH:10]([CH2:11][O:12][Si:13]([CH3:19])([CH3:18])[C:14]([CH3:17])([CH3:16])[CH3:15])[O:9][Si:8]([CH3:23])([CH3:22])[C:6]([CH3:24])([CH3:7])[CH3:5].